Dataset: hERG potassium channel inhibition data for cardiac toxicity prediction from Karim et al.. Task: Regression/Classification. Given a drug SMILES string, predict its toxicity properties. Task type varies by dataset: regression for continuous values (e.g., LD50, hERG inhibition percentage) or binary classification for toxic/non-toxic outcomes (e.g., AMES mutagenicity, cardiotoxicity, hepatotoxicity). Dataset: herg_karim. The compound is CC(C)N1C[C@H](c2ccc(-c3cccc(NS(C)(=O)=O)c3)cc2)[C@@H](NS(=O)(=O)C(C)C)C1. The result is 1 (blocker).